This data is from HIV replication inhibition screening data with 41,000+ compounds from the AIDS Antiviral Screen. The task is: Binary Classification. Given a drug SMILES string, predict its activity (active/inactive) in a high-throughput screening assay against a specified biological target. (1) The compound is CC(CC(=O)Nc1cccc([N+](=O)[O-])c1)=NNC(=O)C[n+]1ccccc1.[Cl-]. The result is 0 (inactive). (2) The drug is OC(c1cc2ccccc2[nH]1)C1(c2cccnc2)SCCCS1. The result is 0 (inactive). (3) The drug is CCOC(=O)CC1(Cc2ccc(OCc3ccccc3)cc2)C(=O)OC(c2ccccc2)N1C(=O)c1ccccc1. The result is 0 (inactive). (4) The compound is C=CCc1cc(C=C(C#N)C#N)cc(OC)c1O. The result is 0 (inactive). (5) The compound is N#CC(=Cc1ccc([N+](=O)[O-])o1)c1ccccc1. The result is 0 (inactive).